Dataset: Experimentally validated miRNA-target interactions with 360,000+ pairs, plus equal number of negative samples. Task: Binary Classification. Given a miRNA mature sequence and a target amino acid sequence, predict their likelihood of interaction. (1) The miRNA is mmu-miR-467e-5p with sequence AUAAGUGUGAGCAUGUAUAUGU. The protein sequence of the target gene is MELASAHLHKGQVPWGGLLLTASLLASWSPATTAEVTIEAVPPQVAEDNNVLLLVHNLPLALGAFAWYKGNTTAIDKEIARFVPNSNMNFTGQAYSGREIIYSNGSLLFQMITMKDMGVYTLDMTDENYRRTQATVRFHVHPILLKPNITSNNSNPVEGDDSVSLTCDSYTDPDNINYLWSRNGESLSEGDRLKLSEGNRTLTLLNVTRNDTGPYVCETRNPVSVNRSDPFSLNIIYGPDTPIISPSDIYLHPGSNLNLSCHAASNPPAQYFWLINEKPHASSQELFIPNITTNNSGTYT.... Result: 1 (interaction). (2) The miRNA is mmu-miR-3091-3p with sequence CGGGCCUGACCAGUCUCAAGAC. The protein sequence of the target gene is MGDVEKGKKIFIMKCSQCHTVEKGGKHKTGPNLHGLFGRKTGQAPGYSYTAANKNKGIIWGEDTLMEYLENPKKYIPGTKMIFVGIKKKEERADLIAYLKKATNE. Result: 0 (no interaction). (3) The miRNA is hsa-miR-3124-3p with sequence ACUUUCCUCACUCCCGUGAAGU. The protein sequence of the target gene is MTLNNVTMRQGTVGMQPQQQRWSIPADGRHLMVQKEPHQYSHRNRHSATPEDHCRRSWSSDSTDSVISSESGNTYYRVVLIGEQGVGKSTLANIFAGVHDSMDSDCEVLGEDTYERTLMVDGESATIILLDMWENKGENEWLHDHCMQVGDAYLIVYSITDRASFEKASELRIQLRRARQTEDIPIILVGNKSDLVRCREVSVSEGRACAVVFDCKFIETSAAVQHNVKELFEGIVRQVRLRRDSKEKNERRLAYQKRKESMPRKARRFWGKIVAKNNKNMAFKLKSKSCHDLSVL. Result: 0 (no interaction). (4) The miRNA is mmu-miR-155-3p with sequence CUCCUACCUGUUAGCAUUAAC. The protein sequence of the target gene is MGAPSALPLLLLLACSWAPGGANLSQDDSQPWTSDETVVAGGTVVLKCQVKDHEDSSLQWSNPAQQTLYFGEKRALRDNRIQLVSSTPHELSISISNVALADEGEYTCSIFTMPVRTAKSLVTVLGIPQKPIITGYKSSLREKETATLNCQSSGSKPAAQLTWRKGDQELHGDQTRIQEDPNGKTFTVSSSVSFQVTREDDGANIVCSVNHESLKGADRSTSQRIEVLYTPTAMIRPEPAHPREGQKLLLHCEGRGNPVPQQYVWVKEGSEPPLKMTQESALIFPFLNKSDSGTYGCTAT.... Result: 0 (no interaction). (5) The miRNA is hsa-miR-6890-3p with sequence CCACUGCCUAUGCCCCACAG. The protein sequence of the target gene is MGLLECCARCLVGAPFASLVATGLCFFGVALFCGCGHEALTGTEKLIETYFSKNYQDYEYLINVIHAFQYVIYGTASFFFLYGALLLAEGFYTTGAVRQIFGDYKTTICGKGLSATVTGGQKGRGSRGQHQAHSLERVCHCLGKWLGHPDKFVGITYALTVVWLLVFACSAVPVYIYFNTWTTCQSIAFPSKTSASIGSLCADARMYGVLPWNAFPGKVCGSNLLSICKTAEFQMTFHLFIAAFVGAAATLVSLLTFMIAATYNFAVLKLMGRGTKF. Result: 0 (no interaction).